From a dataset of Merck oncology drug combination screen with 23,052 pairs across 39 cell lines. Regression. Given two drug SMILES strings and cell line genomic features, predict the synergy score measuring deviation from expected non-interaction effect. (1) Drug 1: CN(Cc1cnc2nc(N)nc(N)c2n1)c1ccc(C(=O)NC(CCC(=O)O)C(=O)O)cc1. Drug 2: Cn1nnc2c(C(N)=O)ncn2c1=O. Cell line: A375. Synergy scores: synergy=-16.1. (2) Drug 1: COC12C(COC(N)=O)C3=C(C(=O)C(C)=C(N)C3=O)N1CC1NC12. Drug 2: C=CCn1c(=O)c2cnc(Nc3ccc(N4CCN(C)CC4)cc3)nc2n1-c1cccc(C(C)(C)O)n1. Cell line: HT144. Synergy scores: synergy=9.44. (3) Drug 1: O=P1(N(CCCl)CCCl)NCCCO1. Drug 2: C=CCn1c(=O)c2cnc(Nc3ccc(N4CCN(C)CC4)cc3)nc2n1-c1cccc(C(C)(C)O)n1. Cell line: OV90. Synergy scores: synergy=-2.76. (4) Drug 1: Cn1nnc2c(C(N)=O)ncn2c1=O. Drug 2: COC1CC2CCC(C)C(O)(O2)C(=O)C(=O)N2CCCCC2C(=O)OC(C(C)CC2CCC(OP(C)(C)=O)C(OC)C2)CC(=O)C(C)C=C(C)C(O)C(OC)C(=O)C(C)CC(C)C=CC=CC=C1C. Cell line: KPL1. Synergy scores: synergy=66.1. (5) Drug 1: O=c1[nH]cc(F)c(=O)[nH]1. Drug 2: Cn1nnc2c(C(N)=O)ncn2c1=O. Cell line: NCIH1650. Synergy scores: synergy=-16.1. (6) Drug 1: NC1(c2ccc(-c3nc4ccn5c(=O)[nH]nc5c4cc3-c3ccccc3)cc2)CCC1. Drug 2: CCc1c2c(nc3ccc(O)cc13)-c1cc3c(c(=O)n1C2)COC(=O)C3(O)CC. Cell line: CAOV3. Synergy scores: synergy=42.8.